From a dataset of Full USPTO retrosynthesis dataset with 1.9M reactions from patents (1976-2016). Predict the reactants needed to synthesize the given product. (1) Given the product [CH2:1]([O:3][C:4](=[O:20])[CH:5]([C:8]1[CH:13]=[CH:12][C:11]([S:14]([CH:17]2[CH2:19][CH2:18]2)(=[O:16])=[O:15])=[CH:10][CH:9]=1)[O:21][CH:22]1[CH2:26][CH2:25][O:24][CH2:23]1)[CH3:2], predict the reactants needed to synthesize it. The reactants are: [CH2:1]([O:3][C:4](=[O:20])[C:5]([C:8]1[CH:13]=[CH:12][C:11]([S:14]([CH:17]2[CH2:19][CH2:18]2)(=[O:16])=[O:15])=[CH:10][CH:9]=1)=[N+]=[N-])[CH3:2].[OH:21][CH:22]1[CH2:26][CH2:25][O:24][CH2:23]1. (2) The reactants are: C([O:8][C:9]1[CH:14]=[CH:13][N:12]=[C:11]([NH:15][C:16](=[O:22])[O:17][C:18]([CH3:21])([CH3:20])[CH3:19])[CH:10]=1)C1C=CC=CC=1. Given the product [OH:8][C:9]1[CH:14]=[CH:13][N:12]=[C:11]([NH:15][C:16](=[O:22])[O:17][C:18]([CH3:20])([CH3:19])[CH3:21])[CH:10]=1, predict the reactants needed to synthesize it. (3) The reactants are: [Cu]([C:4]#[N:5])C#N.Br[C:7]1[CH:8]=[N:9][CH:10]=[C:11]([F:14])[C:12]=1[CH3:13]. Given the product [F:14][C:11]1[CH:10]=[N:9][CH:8]=[C:7]([C:12]=1[CH3:13])[C:4]#[N:5], predict the reactants needed to synthesize it. (4) Given the product [Cl:19][C:13]1[CH:14]=[C:15]([Cl:18])[CH:16]=[CH:17][C:12]=1[CH2:11][N:8]1[C:6]2=[N:7][C:2]([C:29]3[CH:30]=[C:25]([CH:26]=[CH:27][CH:28]=3)[C:23]([O:22][CH2:20][CH3:21])=[O:24])=[CH:3][CH:4]=[C:5]2[CH:10]=[CH:9]1, predict the reactants needed to synthesize it. The reactants are: Cl[C:2]1[N:7]=[C:6]2[N:8]([CH2:11][C:12]3[CH:17]=[CH:16][C:15]([Cl:18])=[CH:14][C:13]=3[Cl:19])[CH:9]=[CH:10][C:5]2=[CH:4][CH:3]=1.[CH2:20]([O:22][C:23]([C:25]1[CH:26]=[C:27](B(O)O)[CH:28]=[CH:29][CH:30]=1)=[O:24])[CH3:21]. (5) Given the product [ClH:28].[Cl:28][C:25]1[CH:26]=[CH:27][C:22]([O:21][CH:18]2[CH2:19][CH2:20][N:15]([C:13](=[O:14])[C@@H:9]([NH2:8])[CH:10]([CH3:12])[CH3:11])[CH2:16][CH2:17]2)=[CH:23][CH:24]=1, predict the reactants needed to synthesize it. The reactants are: Cl.C(OC(=O)[NH:8][C@H:9]([C:13]([N:15]1[CH2:20][CH2:19][CH:18]([O:21][C:22]2[CH:27]=[CH:26][C:25]([Cl:28])=[CH:24][CH:23]=2)[CH2:17][CH2:16]1)=[O:14])[CH:10]([CH3:12])[CH3:11])(C)(C)C. (6) Given the product [Cl:25][C:26]1[CH:27]=[C:28]([CH:32]=[CH:33][CH:34]=1)[C:29]([NH:1][C:2]1[CH:7]=[CH:6][C:5]([N:8]2[C:14](=[O:15])[CH2:13][C:12](=[O:16])[NH:11][C:10]3[C:17]4[C:22]([CH:23]=[CH:24][C:9]2=3)=[CH:21][CH:20]=[CH:19][CH:18]=4)=[CH:4][CH:3]=1)=[O:30], predict the reactants needed to synthesize it. The reactants are: [NH2:1][C:2]1[CH:7]=[CH:6][C:5]([N:8]2[C:14](=[O:15])[CH2:13][C:12](=[O:16])[NH:11][C:10]3[C:17]4[C:22]([CH:23]=[CH:24][C:9]2=3)=[CH:21][CH:20]=[CH:19][CH:18]=4)=[CH:4][CH:3]=1.[Cl:25][C:26]1[CH:27]=[C:28]([CH:32]=[CH:33][CH:34]=1)[C:29](Cl)=[O:30].C(NC1C=CC(N2C(=O)CC(=O)NC3C4C(C=CC2=3)=CC=CC=4)=CC=1)(=O)C1C=CC=CC=1.